Dataset: Catalyst prediction with 721,799 reactions and 888 catalyst types from USPTO. Task: Predict which catalyst facilitates the given reaction. Reactant: [Br:1][C:2]1[N:6]([CH2:7][O:8][CH2:9][CH2:10][Si:11]([CH3:14])([CH3:13])[CH3:12])[C:5]([C:15]([O:17]CC)=[O:16])=[N:4][CH:3]=1.[Li+].[OH-]. Product: [Br:1][C:2]1[N:6]([CH2:7][O:8][CH2:9][CH2:10][Si:11]([CH3:13])([CH3:14])[CH3:12])[C:5]([C:15]([OH:17])=[O:16])=[N:4][CH:3]=1. The catalyst class is: 1.